Predict the product of the given reaction. From a dataset of Forward reaction prediction with 1.9M reactions from USPTO patents (1976-2016). (1) Given the reactants [Cl:1][C:2]1[CH:30]=[C:29]([N:31]2[CH2:35][CH2:34][CH2:33][CH2:32]2)[CH:28]=[CH:27][C:3]=1[C:4]([N:6]1[C:12]2[CH:13]=[CH:14][CH:15]=[CH:16][C:11]=2[CH2:10][N:9]([CH2:17][C:18]([NH:20][NH:21][C:22](=[O:25])[CH2:23][CH3:24])=O)[C:8](=[O:26])[CH2:7]1)=[O:5], predict the reaction product. The product is: [Cl:1][C:2]1[CH:30]=[C:29]([N:31]2[CH2:32][CH2:33][CH2:34][CH2:35]2)[CH:28]=[CH:27][C:3]=1[C:4]([N:6]1[C:12]2[CH:13]=[CH:14][CH:15]=[CH:16][C:11]=2[CH2:10][N:9]([CH2:17][C:18]2[O:25][C:22]([CH2:23][CH3:24])=[N:21][N:20]=2)[C:8](=[O:26])[CH2:7]1)=[O:5]. (2) Given the reactants Cl[CH2:2][CH2:3][CH2:4][O:5][C:6]1[CH:11]=[CH:10][C:9]([C:12]([CH:14]2[CH2:16][CH2:15]2)=[O:13])=[CH:8][CH:7]=1.C([O-])([O-])=O.[K+].[K+].[NH:23]1[CH2:28][CH2:27][NH:26][CH2:25][CH2:24]1.S([O-])([O-])(=O)=S.[Na+].[Na+], predict the reaction product. The product is: [OH-:5].[NH4+:23].[CH:14]1([C:12]([C:9]2[CH:10]=[CH:11][C:6]([O:5][CH2:4][CH2:3][CH2:2][N:23]3[CH2:28][CH2:27][NH:26][CH2:25][CH2:24]3)=[CH:7][CH:8]=2)=[O:13])[CH2:16][CH2:15]1.